Task: Predict the product of the given reaction.. Dataset: Forward reaction prediction with 1.9M reactions from USPTO patents (1976-2016) Given the reactants [CH2:1]([O:3][C:4]([C:6]1[CH:7]=[C:8]2[C:13](=[CH:14][C:15]=1[CH3:16])[NH:12][C:11](=[O:17])[CH2:10][CH2:9]2)=[O:5])[CH3:2].[CH2:18](I)[CH3:19], predict the reaction product. The product is: [CH2:1]([O:3][C:4]([C:6]1[CH:7]=[C:8]2[C:13](=[CH:14][C:15]=1[CH3:16])[N:12]([CH2:18][CH3:19])[C:11](=[O:17])[CH2:10][CH2:9]2)=[O:5])[CH3:2].